Dataset: Catalyst prediction with 721,799 reactions and 888 catalyst types from USPTO. Task: Predict which catalyst facilitates the given reaction. (1) Product: [OH2:20].[OH2:28].[ClH:25].[ClH:25].[F:1][C:2]1[CH:7]=[CH:6][C:5]([C:8]2[C:9]([CH2:10][CH2:11][N:12]3[CH2:17][CH2:16][CH:15]([CH3:18])[CH2:14][CH2:13]3)=[CH:19][NH:24][N:23]=2)=[CH:4][CH:3]=1. The catalyst class is: 8. Reactant: [F:1][C:2]1[CH:7]=[CH:6][C:5]([C:8](=O)[C:9](=[CH:19][OH:20])[CH2:10][CH2:11][N:12]2[CH2:17][CH2:16][CH:15]([CH3:18])[CH2:14][CH2:13]2)=[CH:4][CH:3]=1.O.[NH2:23][NH2:24].[ClH:25].CC(C)=[O:28]. (2) Reactant: S(=O)(=O)(O)O.[CH3:6][C:7]1([CH3:17])[C@H:12]2[CH2:13][C@@H:8]1[CH2:9][CH2:10][C@@H:11]2CC#N.[CH2:18]([OH:20])[CH3:19].[OH:21]S(O)(=O)=O. Product: [CH3:6][C:7]1([CH3:17])[C@H:12]2[CH2:13][C@@H:8]1[CH2:9][CH2:10][C@@H:11]2[CH2:19][C:18]([OH:21])=[O:20]. The catalyst class is: 40. (3) Reactant: [CH3:1][O:2][C:3]1[C:15]([O:16][CH3:17])=[CH:14][C:6]2[N:7](C)[C:8](=O)[O:9][C:10](=O)[C:5]=2[CH:4]=1.[NH3:18]. Product: [CH3:17][O:16][C:15]1[C:3]([O:2][CH3:1])=[CH:4][C:5]([C:10]([NH2:18])=[O:9])=[C:6]([NH:7][CH3:8])[CH:14]=1. The catalyst class is: 7. (4) Reactant: O1C2C=CC=CC=2N=C1O[CH2:11][C:12]1[C:13](=[O:22])[N:14]([CH2:18][CH2:19][CH2:20][CH3:21])[CH:15]=[CH:16][CH:17]=1.S(Cl)([Cl:25])=O. Product: [CH2:18]([N:14]1[CH:15]=[CH:16][CH:17]=[C:12]([CH2:11][Cl:25])[C:13]1=[O:22])[CH2:19][CH2:20][CH3:21]. The catalyst class is: 2. (5) Reactant: CC1C=CC(S(O[CH2:12][CH2:13][C@@H:14]2[CH2:16][C@@H:15]2[CH:17]2[CH2:22][CH2:21][N:20]([C:23]3[N:28]=[CH:27][C:26]([Cl:29])=[CH:25][N:24]=3)[CH2:19][CH2:18]2)(=O)=O)=CC=1.[CH3:30][C:31]1[C:32]([NH:40][C:41](=[O:47])[O:42][C:43]([CH3:46])([CH3:45])[CH3:44])=[N:33][CH:34]=[C:35]([N+:37]([O-:39])=[O:38])[CH:36]=1.C(=O)([O-])[O-].[Cs+].[Cs+].O. Product: [Cl:29][C:26]1[CH:27]=[N:28][C:23]([N:20]2[CH2:19][CH2:18][CH:17]([C@H:15]3[CH2:16][C@H:14]3[CH2:13][CH2:12][N:40]([C:32]3[C:31]([CH3:30])=[CH:36][C:35]([N+:37]([O-:39])=[O:38])=[CH:34][N:33]=3)[C:41](=[O:47])[O:42][C:43]([CH3:44])([CH3:45])[CH3:46])[CH2:22][CH2:21]2)=[N:24][CH:25]=1. The catalyst class is: 3.